The task is: Predict the reactants needed to synthesize the given product.. This data is from Full USPTO retrosynthesis dataset with 1.9M reactions from patents (1976-2016). (1) Given the product [Cl:33][CH2:2][CH:3]1[CH2:12][CH2:11][C:10]2[C:5](=[CH:6][CH:7]=[CH:8][CH:9]=2)[NH:4]1, predict the reactants needed to synthesize it. The reactants are: O[CH2:2][CH:3]1[CH2:12][CH2:11][C:10]2[C:5](=[CH:6][CH:7]=[CH:8][CH:9]=2)[NH:4]1.C1C=CC(P(C2C=CC=CC=2)C2C=CC=CC=2)=CC=1.C(Cl)(Cl)[Cl:33]. (2) Given the product [C:1]([C:3]1[CH:4]=[C:5]([CH:16]([OH:28])[C:17]2[CH:18]=[CH:19][C:20]([N:23]3[CH:27]=[CH:26][N:25]=[CH:24]3)=[CH:21][CH:22]=2)[N:6]2[C:15]3[C:10](=[CH:11][CH:12]=[CH:13][CH:14]=3)[CH:9]=[CH:8][C:7]=12)#[N:2], predict the reactants needed to synthesize it. The reactants are: [C:1]([C:3]1[CH:4]=[C:5]([C:16](=[O:28])[C:17]2[CH:22]=[CH:21][C:20]([N:23]3[CH:27]=[CH:26][N:25]=[CH:24]3)=[CH:19][CH:18]=2)[N:6]2[C:15]3[C:10](=[CH:11][CH:12]=[CH:13][CH:14]=3)[CH:9]=[CH:8][C:7]=12)#[N:2].[BH4-].[Na+]. (3) Given the product [CH3:12][O:13][C:14](=[O:28])[CH2:15][CH2:16][C:17]1[CH:22]=[CH:21][C:20]([O:23][P:8]2[O:6][CH2:5][C:2]([CH3:7])([CH3:1])[CH2:3][O:4]2)=[C:19]([C:24]([CH3:25])([CH3:27])[CH3:26])[CH:18]=1, predict the reactants needed to synthesize it. The reactants are: [CH3:1][C:2]([CH3:7])([CH2:5][OH:6])[CH2:3][OH:4].[P:8](Cl)(Cl)Cl.[CH3:12][O:13][C:14](=[O:28])[CH2:15][CH2:16][C:17]1[CH:22]=[CH:21][C:20]([OH:23])=[C:19]([C:24]([CH3:27])([CH3:26])[CH3:25])[CH:18]=1.C(N(CC)CC)C. (4) Given the product [CH2:12]([CH:11]([N:10]1[C:7]2[CH:8]=[CH:9][C:4]([C:3]([OH:2])=[O:25])=[CH:5][C:6]=2[N:16]=[C:17]1[CH2:18][C:19]1[O:23][N:22]=[CH:21][CH:20]=1)[CH2:14][CH3:15])[CH3:13], predict the reactants needed to synthesize it. The reactants are: C[O:2][C:3](=[O:25])[C:4]1[CH:9]=[CH:8][C:7]([NH:10][CH:11]([CH2:14][CH3:15])[CH2:12][CH3:13])=[C:6]([NH:16][C:17](=O)[CH2:18][C:19]2[O:23][N:22]=[CH:21][CH:20]=2)[CH:5]=1.Cl.O. (5) Given the product [Br:1][C:2]1[N:7]=[C:6]([NH:8][C:9]2[S:10][C:11]([S:25][C:20]3[CH:21]=[CH:22][C:23]([CH3:24])=[C:18]([CH:19]=3)[C:15]([OH:17])=[O:16])=[CH:12][N:13]=2)[CH:5]=[CH:4][CH:3]=1, predict the reactants needed to synthesize it. The reactants are: [Br:1][C:2]1[N:7]=[C:6]([NH:8][C:9]2[S:10][C:11](Br)=[CH:12][N:13]=2)[CH:5]=[CH:4][CH:3]=1.[C:15]([C:18]1[CH:19]=[C:20]([SH:25])[CH:21]=[CH:22][C:23]=1[CH3:24])([OH:17])=[O:16].C[O-].[Na+].